This data is from Reaction yield outcomes from USPTO patents with 853,638 reactions. The task is: Predict the reaction yield, written as a fraction of the theoretical maximum amount of product (1.0 means a 100% yield; for example, 0.34 means a 34% yield). (1) The reactants are C([Li])CCC.Br[C:7]1[CH:15]=[CH:14][C:10]([C:11]([OH:13])=[O:12])=[CH:9][C:8]=1[CH3:16].[CH:17]([S:20]SCCC)([CH3:19])[CH3:18].Cl. The catalyst is C1COCC1.[OH-].[Na+]. The product is [CH:17]([S:20][C:7]1[CH:15]=[CH:14][C:10]([C:11]([OH:13])=[O:12])=[CH:9][C:8]=1[CH3:16])([CH3:19])[CH3:18]. The yield is 0.180. (2) The reactants are [Cl:1][C:2]1[CH:3]=[C:4]([CH:9](O)[CH3:10])[CH:5]=[CH:6][C:7]=1[Cl:8].P(Br)(Br)[Br:13]. The catalyst is CCCCCCC.CCOCC.N1C=CC=CC=1. The product is [Br:13][CH:9]([C:4]1[CH:5]=[CH:6][C:7]([Cl:8])=[C:2]([Cl:1])[CH:3]=1)[CH3:10]. The yield is 0.850. (3) The reactants are [CH:1]([NH:4][C:5]1[N:10]=[C:9]2[CH:11]=[N:12][CH:13]=[CH:14][C:8]2=[N:7][C:6]=1[N:15]1[CH2:20][CH2:19][N:18]([C:21]([O:23][C:24]([CH3:27])([CH3:26])[CH3:25])=[O:22])[CH2:17][CH2:16]1)([CH3:3])[CH3:2].[C:28](OC(=O)C)(=[O:30])[CH3:29]. The catalyst is CC(C)=O.O1CCOCC1.[Pd]. The product is [C:28]([N:12]1[CH2:13][CH2:14][C:8]2[C:9](=[N:10][C:5]([NH:4][CH:1]([CH3:3])[CH3:2])=[C:6]([N:15]3[CH2:20][CH2:19][N:18]([C:21]([O:23][C:24]([CH3:25])([CH3:27])[CH3:26])=[O:22])[CH2:17][CH2:16]3)[N:7]=2)[CH2:11]1)(=[O:30])[CH3:29]. The yield is 0.475. (4) The product is [N:16]1[CH:21]=[CH:20][CH:19]=[CH:18][C:17]=1[CH2:22][CH2:23][N:24]1[CH2:29][CH2:28][N:27]([C:2]2[C:10]3[O:9][C:8]([C:11]([O:13][CH2:14][CH3:15])=[O:12])=[CH:7][C:6]=3[CH:5]=[CH:4][CH:3]=2)[CH2:26][CH2:25]1. The catalyst is C1C=CC(/C=C/C(/C=C/C2C=CC=CC=2)=O)=CC=1.C1C=CC(/C=C/C(/C=C/C2C=CC=CC=2)=O)=CC=1.C1C=CC(/C=C/C(/C=C/C2C=CC=CC=2)=O)=CC=1.[Pd].[Pd].C(Cl)Cl.O. The yield is 0.400. The reactants are Br[C:2]1[C:10]2[O:9][C:8]([C:11]([O:13][CH2:14][CH3:15])=[O:12])=[CH:7][C:6]=2[CH:5]=[CH:4][CH:3]=1.[N:16]1[CH:21]=[CH:20][CH:19]=[CH:18][C:17]=1[CH2:22][CH2:23][N:24]1[CH2:29][CH2:28][NH:27][CH2:26][CH2:25]1.C(=O)([O-])[O-].[Cs+].[Cs+].C1(P(C2CCCCC2)C2C=CC=CC=2C2C(C(C)C)=CC(C(C)C)=CC=2C(C)C)CCCCC1. (5) The yield is 0.620. The product is [CH3:1][N:2]([CH3:28])[C:3]([C:5]1[C:15]2[CH2:16][CH2:17][C@@H:18]([C:20]3[CH:25]=[CH:24][CH:23]=[CH:22][C:21]=3[F:26])[O:27][C:14]=2[C:8]2[N:9]=[C:10]([CH3:13])[N:11]([CH3:12])[C:7]=2[CH:6]=1)=[O:4]. The catalyst is O1CCCC1. The reactants are [CH3:1][N:2]([CH3:28])[C:3]([C:5]1[C:15]([CH2:16][CH2:17][C@H:18]([C:20]2[CH:25]=[CH:24][CH:23]=[CH:22][C:21]=2[F:26])O)=[C:14]([OH:27])[C:8]2[N:9]=[C:10]([CH3:13])[N:11]([CH3:12])[C:7]=2[CH:6]=1)=[O:4].C1(P(C2C=CC=CC=2)C2C=CC=CC=2)C=CC=CC=1.CC(OC(/N=N/C(OC(C)C)=O)=O)C.